Task: Predict the reaction yield, written as a fraction of the theoretical maximum amount of product (1.0 means a 100% yield; for example, 0.34 means a 34% yield).. Dataset: Reaction yield outcomes from USPTO patents with 853,638 reactions (1) The reactants are [O:1]1[CH:5]=[CH:4][CH:3]=[C:2]1[C:6]1[NH:11][C:10](=[O:12])[C:9]([C:13]#[N:14])=[CH:8][CH:7]=1.Cl[CH2:16][C:17]([NH2:19])=[O:18].[I-].[Na+].C(=O)([O-])[O-].[K+].[K+]. The catalyst is CC(C)=O.C(OCC)(=O)C.O. The product is [C:13]([C:9]1[C:10]([O:12][CH2:16][C:17]([NH2:19])=[O:18])=[N:11][C:6]([C:2]2[O:1][CH:5]=[CH:4][CH:3]=2)=[CH:7][CH:8]=1)#[N:14]. The yield is 0.540. (2) The reactants are [Br:1][C:2]1[CH:3]=[C:4]([CH:8]=[CH:9][C:10]=1[F:11])[C:5]([OH:7])=[O:6].[Si](C=[N+]=[N-])(C)(C)[CH3:13].CCOCC. The catalyst is C1COCC1.CO. The product is [CH3:13][O:6][C:5](=[O:7])[C:4]1[CH:8]=[CH:9][C:10]([F:11])=[C:2]([Br:1])[CH:3]=1. The yield is 1.00. (3) The reactants are F.F.F.C(N(CC)CC)C.[Si]([O:28][CH2:29][C@H:30]1[O:34][C@@H:33]([N:35]2[CH:42]=[C:41]([CH3:43])[C:39](=[O:40])[NH:38][C:36]2=[O:37])[C@H:32]([O:44][CH2:45][CH2:46][O:47][N:48]([CH3:50])[CH3:49])[C@@H:31]1[OH:51])(C(C)(C)C)(C1C=CC=CC=1)C1C=CC=CC=1.CO. The catalyst is C1COCC1.C(Cl)Cl. The product is [CH3:49][N:48]([CH3:50])[O:47][CH2:46][CH2:45][O:44][C@@H:32]1[C@H:31]([OH:51])[C@@H:30]([CH2:29][OH:28])[O:34][C@H:33]1[N:35]1[CH:42]=[C:41]([CH3:43])[C:39](=[O:40])[NH:38][C:36]1=[O:37]. The yield is 0.925. (4) The reactants are Cl.[CH3:2][N:3]1[CH2:9][C:8]2[CH:10]=[C:11](/[CH:14]=[CH:15]/[C:16]([OH:18])=O)[CH:12]=[N:13][C:7]=2[NH:6][C:5](=[O:19])[CH2:4]1.[CH3:20][NH:21][CH2:22][C:23]1[CH:32]=[CH:31][C:30]2[C:25](=[CH:26][CH:27]=[CH:28][CH:29]=2)[C:24]=1[CH2:33][CH2:34][CH3:35].C(N(C(C)C)CC)(C)C.O.ON1C2C=CC=CC=2N=N1.Cl.CN(C)CCCN=C=NCC. The catalyst is CN(C=O)C. The product is [CH3:20][N:21]([CH2:22][C:23]1[CH:32]=[CH:31][C:30]2[C:25](=[CH:26][CH:27]=[CH:28][CH:29]=2)[C:24]=1[CH2:33][CH2:34][CH3:35])[C:16](=[O:18])/[CH:15]=[CH:14]/[C:11]1[CH:12]=[N:13][C:7]2[NH:6][C:5](=[O:19])[CH2:4][N:3]([CH3:2])[CH2:9][C:8]=2[CH:10]=1. The yield is 0.410.